The task is: Predict the product of the given reaction.. This data is from Forward reaction prediction with 1.9M reactions from USPTO patents (1976-2016). (1) Given the reactants [OH:1][CH:2]([C:6]1[CH:11]=[CH:10][C:9]([C:12]2[N:16]=[C:15]([C:17]3[O:21][N:20]=[C:19]([C:22]4[CH:27]=[CH:26][CH:25]=[CH:24][CH:23]=4)[C:18]=3[C:28]([F:31])([F:30])[F:29])[O:14][N:13]=2)=[CH:8][CH:7]=1)[C:3](O)=[O:4].[NH2:32][C@H:33]([CH3:36])[C:34]#[N:35].CN1CCOCC1.CN(C(ON1N=NC2C=CC=NC1=2)=[N+](C)C)C.F[P-](F)(F)(F)(F)F, predict the reaction product. The product is: [C:34]([C@H:33]([NH:32][C:3](=[O:4])[CH:2]([OH:1])[C:6]1[CH:7]=[CH:8][C:9]([C:12]2[N:16]=[C:15]([C:17]3[O:21][N:20]=[C:19]([C:22]4[CH:23]=[CH:24][CH:25]=[CH:26][CH:27]=4)[C:18]=3[C:28]([F:30])([F:31])[F:29])[O:14][N:13]=2)=[CH:10][CH:11]=1)[CH3:36])#[N:35]. (2) Given the reactants COC1C=CC(C[N:8]2[C:12]3[N:13]=[C:14]([C:25]4[CH:30]=[CH:29][C:28]([O:31]C)=[CH:27][CH:26]=4)[C:15]4[CH2:16][NH:17][C:18]5[CH:24]=[CH:23][CH:22]=[CH:21][C:19]=5[C:20]=4[C:11]=3[C:10]([CH3:33])=[N:9]2)=CC=1, predict the reaction product. The product is: [CH3:33][C:10]1[C:11]2[C:20]3[C:19]4[CH:21]=[CH:22][CH:23]=[CH:24][C:18]=4[N:17]=[CH:16][C:15]=3[C:14]([C:25]3[CH:30]=[CH:29][C:28]([OH:31])=[CH:27][CH:26]=3)=[N:13][C:12]=2[NH:8][N:9]=1. (3) Given the reactants [N+:1]([C:4]1[CH:32]=[CH:31][C:7]([C:8]([O:10][C:11]([CH:28]2[CH2:30][CH2:29]2)([C:24]([F:27])([F:26])[F:25])[C:12]#[C:13][Si](C(C)C)(C(C)C)C(C)C)=[O:9])=[CH:6][CH:5]=1)([O-:3])=[O:2].[F-].C([N+](CCCC)(CCCC)CCCC)CCC, predict the reaction product. The product is: [N+:1]([C:4]1[CH:5]=[CH:6][C:7]([C:8]([O:10][C:11]([CH:28]2[CH2:29][CH2:30]2)([C:24]([F:25])([F:26])[F:27])[C:12]#[CH:13])=[O:9])=[CH:31][CH:32]=1)([O-:3])=[O:2]. (4) Given the reactants FC1C=C(C)C([C:9]2[C:18](=[O:19])[N:17](C)[C:16]3[N:15]=[C:14](NC)[N:13]=[CH:12][C:11]=3[N:10]=2)=CC=1NC(=O)C.Cl, predict the reaction product. The product is: [N:15]1[C:16]2[NH:17][C:18](=[O:19])[CH:9]=[N:10][C:11]=2[CH:12]=[N:13][CH:14]=1. (5) Given the reactants [Cl:1][C:2]1[CH:10]=[C:9]2[C:5]([CH2:6][C:7](=[O:11])[NH:8]2)=[CH:4][CH:3]=1.[C:12]1([CH:17]=O)[CH2:16][CH2:15][CH2:14][CH:13]=1.N1CCCCC1, predict the reaction product. The product is: [Cl:1][C:2]1[CH:10]=[C:9]2[C:5](/[C:6](=[CH:17]/[C:12]3[CH2:16][CH2:15][CH2:14][CH:13]=3)/[C:7](=[O:11])[NH:8]2)=[CH:4][CH:3]=1.